Dataset: Reaction yield outcomes from USPTO patents with 853,638 reactions. Task: Predict the reaction yield, written as a fraction of the theoretical maximum amount of product (1.0 means a 100% yield; for example, 0.34 means a 34% yield). (1) The reactants are [C:1]([C:4]1[CH:5]=[C:6]([CH:9]=[CH:10][CH:11]=1)[C:7]#[N:8])(=[O:3])[CH3:2].[BH4-].[Na+].[Cl-].[NH4+]. The catalyst is CO. The product is [OH:3][CH:1]([C:4]1[CH:5]=[C:6]([CH:9]=[CH:10][CH:11]=1)[C:7]#[N:8])[CH3:2]. The yield is 0.694. (2) The reactants are [NH2:1][C:2]1[C:3]([NH:9][CH:10]([CH2:17][C:18]([O:20][CH2:21][CH3:22])=[O:19])[CH2:11][C:12](OCC)=[O:13])=[N:4][C:5]([Cl:8])=[CH:6][CH:7]=1.FC(F)(F)C(O)=O. The catalyst is C1(C)C=CC=CC=1. The product is [Cl:8][C:5]1[CH:6]=[CH:7][C:2]2[NH:1][C:12](=[O:13])[CH2:11][CH:10]([CH2:17][C:18]([O:20][CH2:21][CH3:22])=[O:19])[NH:9][C:3]=2[N:4]=1. The yield is 0.700. (3) The reactants are Br[C:2]1[CH:7]=[CH:6][CH:5]=[C:4]([Br:8])[C:3]=1[Cl:9].C[Si](C)(C)[C:12]#[C:13][CH3:14].[F-].C([N+](CCCC)(CCCC)CCCC)CCC.C(NC(C)C)(C)C. The catalyst is [Cu](I)I.C1C=CC(P(C2C=CC=CC=2)[C-]2C=CC=C2)=CC=1.C1C=CC(P(C2C=CC=CC=2)[C-]2C=CC=C2)=CC=1.Cl[Pd]Cl.[Fe+2].C(Cl)Cl.CN(C=O)C. The product is [Br:8][C:4]1[CH:5]=[CH:6][CH:7]=[C:2]([C:12]#[C:13][CH3:14])[C:3]=1[Cl:9]. The yield is 0.220. (4) The yield is 0.690. The catalyst is O1CCCC1. The reactants are [O:1]=[C:2]1[N:6]2[CH:7]([CH2:12][CH:13]=[O:14])[CH2:8][CH2:9][CH2:10][CH2:11][C:5]2=[N:4][O:3]1.B.CO. The product is [OH:14][CH2:13][CH2:12][CH:7]1[N:6]2[C:2](=[O:1])[O:3][N:4]=[C:5]2[CH2:11][CH2:10][CH2:9][CH2:8]1.